This data is from Full USPTO retrosynthesis dataset with 1.9M reactions from patents (1976-2016). The task is: Predict the reactants needed to synthesize the given product. Given the product [CH3:14][C:15]1[C:19]([C:2]2[C:3]([O:12][CH3:13])=[CH:4][C:5]([O:10][CH3:11])=[C:6]([CH:9]=2)[CH:7]=[O:8])=[C:18]([CH3:23])[O:17][N:16]=1, predict the reactants needed to synthesize it. The reactants are: Br[C:2]1[C:3]([O:12][CH3:13])=[CH:4][C:5]([O:10][CH3:11])=[C:6]([CH:9]=1)[CH:7]=[O:8].[CH3:14][C:15]1[C:19](B(O)O)=[C:18]([CH3:23])[O:17][N:16]=1.